This data is from Experimental lipophilicity measurements (octanol/water distribution) for 4,200 compounds from AstraZeneca. The task is: Regression/Classification. Given a drug SMILES string, predict its absorption, distribution, metabolism, or excretion properties. Task type varies by dataset: regression for continuous measurements (e.g., permeability, clearance, half-life) or binary classification for categorical outcomes (e.g., BBB penetration, CYP inhibition). For this dataset (lipophilicity_astrazeneca), we predict Y. (1) The molecule is NS(=O)(=O)c1cc(C(=O)O)cc(N2CCCC2)c1Oc1ccccc1. The Y is -0.940 logD. (2) The compound is Cc1c(C(=O)Nc2ccccc2)sc2ncnc(O)c12. The Y is 2.13 logD.